From a dataset of HIV replication inhibition screening data with 41,000+ compounds from the AIDS Antiviral Screen. Binary Classification. Given a drug SMILES string, predict its activity (active/inactive) in a high-throughput screening assay against a specified biological target. (1) The compound is COCCC(NC(=O)C(CC(C)C)NC(=O)OC(C)(C)C)C(=O)OC. The result is 0 (inactive). (2) The drug is Cc1cn(C2CC2CO)c(=O)[nH]c1=O. The result is 0 (inactive). (3) The molecule is CC1CCC2C(C)C(=O)OC3OC4(C)CCC1C32OO4. The result is 0 (inactive).